This data is from Forward reaction prediction with 1.9M reactions from USPTO patents (1976-2016). The task is: Predict the product of the given reaction. (1) The product is: [F:1][C:2]1[CH:7]=[CH:6][C:5]([C:21]#[C:20][Si:17]([CH3:19])([CH3:18])[CH3:16])=[CH:4][CH:3]=1. Given the reactants [F:1][C:2]1[CH:7]=[CH:6][C:5](I)=[CH:4][CH:3]=1.C(N(CC)CC)C.[CH3:16][Si:17]([C:20]#[CH:21])([CH3:19])[CH3:18], predict the reaction product. (2) Given the reactants [F:1][C:2]1[CH:7]=[CH:6][C:5]([CH:8]([C:23]2[CH:28]=[CH:27][C:26]([F:29])=[CH:25][CH:24]=2)[N:9]([O:21][CH3:22])[C:10](=[O:20])[CH:11]=[C:12]2[C:16](=O)[O:15]C(C)(C)[O:13]2)=[CH:4][CH:3]=1.[CH3:30][S:31]([NH2:34])(=[O:33])=[O:32].N12CCCN=C1CCCCC2, predict the reaction product. The product is: [F:1][C:2]1[CH:7]=[CH:6][C:5]([CH:8]([N:9]([O:21][CH3:22])[C:10](=[O:20])[CH:11]=[C:12]([OH:13])[C:16]([NH:34][S:31]([CH3:30])(=[O:33])=[O:32])=[O:15])[C:23]2[CH:28]=[CH:27][C:26]([F:29])=[CH:25][CH:24]=2)=[CH:4][CH:3]=1. (3) Given the reactants Cl.Cl.[NH2:3][CH2:4][CH2:5][N:6]1[C:14]2[C:13]([NH:15][C:16]3[CH:21]=[CH:20][C:19]([O:22][C:23]4[C:28]5[CH:29]=[N:30][S:31][C:27]=5[CH:26]=[CH:25][CH:24]=4)=[C:18]([Cl:32])[CH:17]=3)=[N:12][CH:11]=[N:10][C:9]=2[CH:8]=[CH:7]1.[OH:33][CH2:34][C:35]([CH3:40])([CH3:39])[C:36](O)=[O:37].ON1C2C=CC=CC=2N=N1.Cl.C(N=C=NCCCN(C)C)C, predict the reaction product. The product is: [S:31]1[C:27]2[CH:26]=[CH:25][CH:24]=[C:23]([O:22][C:19]3[CH:20]=[CH:21][C:16]([NH:15][C:13]4[C:14]5[N:6]([CH2:5][CH2:4][NH:3][C:34](=[O:33])[C:35]([CH3:40])([CH3:39])[CH2:36][OH:37])[CH:7]=[CH:8][C:9]=5[N:10]=[CH:11][N:12]=4)=[CH:17][C:18]=3[Cl:32])[C:28]=2[CH:29]=[N:30]1. (4) Given the reactants [Cl:1][C:2]1[N:3]=[C:4]([Cl:12])[C:5]2[N:10]([CH3:11])[N:9]=[CH:8][C:6]=2[N:7]=1.[CH3:13]N1C2C(=O)NC(=O)NC=2C(C)=N1, predict the reaction product. The product is: [Cl:1][C:2]1[N:3]=[C:4]([Cl:12])[C:5]2[N:10]([CH3:11])[N:9]=[C:8]([CH3:13])[C:6]=2[N:7]=1.